Dataset: Reaction yield outcomes from USPTO patents with 853,638 reactions. Task: Predict the reaction yield, written as a fraction of the theoretical maximum amount of product (1.0 means a 100% yield; for example, 0.34 means a 34% yield). (1) The reactants are [OH-].[Na+].[Cl:3][C:4]1[CH:38]=[CH:37][C:7]([CH2:8][N:9]2[C:14]([NH:15][C:16]3[CH:21]=[CH:20][C:19]([O:22][C:23]4[CH:28]=[CH:27][CH:26]=[C:25]([C:29]([O:31]C)=[O:30])[CH:24]=4)=[CH:18][CH:17]=3)=[CH:13][C:12](=[O:33])[N:11]([CH2:34][CH3:35])[C:10]2=[O:36])=[CH:6][CH:5]=1.CO.C(O)(=O)CC(CC(O)=O)(C(O)=O)O. The catalyst is O.C1COCC1. The product is [Cl:3][C:4]1[CH:5]=[CH:6][C:7]([CH2:8][N:9]2[C:14]([NH:15][C:16]3[CH:17]=[CH:18][C:19]([O:22][C:23]4[CH:28]=[CH:27][CH:26]=[C:25]([C:29]([OH:31])=[O:30])[CH:24]=4)=[CH:20][CH:21]=3)=[CH:13][C:12](=[O:33])[N:11]([CH2:34][CH3:35])[C:10]2=[O:36])=[CH:37][CH:38]=1. The yield is 1.00. (2) The reactants are [OH:1][C:2]1[CH:10]=[C:6]([C:7]([OH:9])=[O:8])[C:5]([NH2:11])=[CH:4][CH:3]=1.Cl[C:13]([O:16]C(=O)OC(Cl)(Cl)Cl)(Cl)Cl. The catalyst is O1CCOCC1. The product is [OH:1][C:2]1[CH:3]=[CH:4][C:5]2[NH:11][C:13](=[O:16])[O:8][C:7](=[O:9])[C:6]=2[CH:10]=1. The yield is 0.900.